The task is: Predict the product of the given reaction.. This data is from Forward reaction prediction with 1.9M reactions from USPTO patents (1976-2016). (1) Given the reactants C[S-].[Na+].C[O:5][C:6]1[CH:11]=[CH:10][C:9]([C:12]2([CH2:18][N:19]([CH3:21])[CH3:20])[CH2:17][CH2:16][O:15][CH2:14][CH2:13]2)=[CH:8][CH:7]=1.[NH4+].[Cl-], predict the reaction product. The product is: [CH3:21][N:19]([CH2:18][C:12]1([C:9]2[CH:10]=[CH:11][C:6]([OH:5])=[CH:7][CH:8]=2)[CH2:13][CH2:14][O:15][CH2:16][CH2:17]1)[CH3:20]. (2) Given the reactants [OH:1][C@H:2]([C@H:4]1[N:8](C2(C3C=CC=CC=3)C3C=CC=CC=3C3C2=CC=CC=3)[C:7](=[O:28])[CH2:6][CH2:5]1)[CH3:3], predict the reaction product. The product is: [OH:1][C@H:2]([C@H:4]1[NH:8][C:7](=[O:28])[CH2:6][CH2:5]1)[CH3:3]. (3) Given the reactants Cl[C:2]1[NH:3][C:4](=[O:12])[C:5]2[CH:6]=[CH:7][CH:8]=[N:9][C:10]=2[CH:11]=1.[CH3:13][N:14]([CH3:21])[CH:15]1[CH2:20][CH2:19][NH:18][CH2:17][CH2:16]1, predict the reaction product. The product is: [CH3:13][N:14]([CH3:21])[CH:15]1[CH2:20][CH2:19][N:18]([C:2]2[NH:3][C:4](=[O:12])[C:5]3[CH:6]=[CH:7][CH:8]=[N:9][C:10]=3[CH:11]=2)[CH2:17][CH2:16]1. (4) Given the reactants COC1C=CC(C[N:8]2[CH:17]=[C:16]3[C:10]([CH:11]([C:29]([F:32])([F:31])[F:30])[CH2:12][CH2:13][C:14]4[S:20][C:19]([NH:21][C:22]5[N:27]=[C:26]([CH3:28])[CH:25]=[CH:24][N:23]=5)=[N:18][C:15]=43)=[N:9]2)=CC=1, predict the reaction product. The product is: [CH3:28][C:26]1[CH:25]=[CH:24][N:23]=[C:22]([NH:21][C:19]2[S:20][C:14]3[CH2:13][CH2:12][CH:11]([C:29]([F:31])([F:32])[F:30])[C:10]4[NH:9][N:8]=[CH:17][C:16]=4[C:15]=3[N:18]=2)[N:27]=1. (5) Given the reactants [CH:1]([C:3]1(O)[CH2:7][CH2:6][CH2:5][CH2:4]1)=[CH2:2].C[O:10][C:11]([CH3:13])=[CH2:12].OP(O)(O)=O.N#N, predict the reaction product. The product is: [C:3]1(=[CH:1][CH2:2][CH2:12][C:11](=[O:10])[CH3:13])[CH2:7][CH2:6][CH2:5][CH2:4]1.